Dataset: NCI-60 drug combinations with 297,098 pairs across 59 cell lines. Task: Regression. Given two drug SMILES strings and cell line genomic features, predict the synergy score measuring deviation from expected non-interaction effect. (1) Drug 1: COC1=CC(=CC(=C1O)OC)C2C3C(COC3=O)C(C4=CC5=C(C=C24)OCO5)OC6C(C(C7C(O6)COC(O7)C8=CC=CS8)O)O. Drug 2: CC12CCC3C(C1CCC2OP(=O)(O)O)CCC4=C3C=CC(=C4)OC(=O)N(CCCl)CCCl.[Na+]. Cell line: COLO 205. Synergy scores: CSS=50.9, Synergy_ZIP=9.41, Synergy_Bliss=9.58, Synergy_Loewe=-35.4, Synergy_HSA=9.60. (2) Drug 1: C1CN(CCN1C(=O)CCBr)C(=O)CCBr. Drug 2: CCC1(C2=C(COC1=O)C(=O)N3CC4=CC5=C(C=CC(=C5CN(C)C)O)N=C4C3=C2)O.Cl. Cell line: SN12C. Synergy scores: CSS=21.1, Synergy_ZIP=-4.86, Synergy_Bliss=-2.86, Synergy_Loewe=-16.0, Synergy_HSA=-6.09. (3) Drug 1: C1CN1P(=S)(N2CC2)N3CC3. Drug 2: CC1=C(N=C(N=C1N)C(CC(=O)N)NCC(C(=O)N)N)C(=O)NC(C(C2=CN=CN2)OC3C(C(C(C(O3)CO)O)O)OC4C(C(C(C(O4)CO)O)OC(=O)N)O)C(=O)NC(C)C(C(C)C(=O)NC(C(C)O)C(=O)NCCC5=NC(=CS5)C6=NC(=CS6)C(=O)NCCC[S+](C)C)O. Cell line: HT29. Synergy scores: CSS=16.1, Synergy_ZIP=-5.71, Synergy_Bliss=-2.58, Synergy_Loewe=-2.60, Synergy_HSA=-1.90. (4) Drug 1: CCC1(CC2CC(C3=C(CCN(C2)C1)C4=CC=CC=C4N3)(C5=C(C=C6C(=C5)C78CCN9C7C(C=CC9)(C(C(C8N6C=O)(C(=O)OC)O)OC(=O)C)CC)OC)C(=O)OC)O.OS(=O)(=O)O. Drug 2: CC1=C(N=C(N=C1N)C(CC(=O)N)NCC(C(=O)N)N)C(=O)NC(C(C2=CN=CN2)OC3C(C(C(C(O3)CO)O)O)OC4C(C(C(C(O4)CO)O)OC(=O)N)O)C(=O)NC(C)C(C(C)C(=O)NC(C(C)O)C(=O)NCCC5=NC(=CS5)C6=NC(=CS6)C(=O)NCCC[S+](C)C)O. Cell line: NCI-H522. Synergy scores: CSS=19.3, Synergy_ZIP=-0.710, Synergy_Bliss=-1.43, Synergy_Loewe=-3.38, Synergy_HSA=-0.382. (5) Drug 1: CN1CCC(CC1)COC2=C(C=C3C(=C2)N=CN=C3NC4=C(C=C(C=C4)Br)F)OC. Drug 2: CC(C)NC(=O)C1=CC=C(C=C1)CNNC.Cl. Cell line: UACC62. Synergy scores: CSS=6.25, Synergy_ZIP=-1.78, Synergy_Bliss=-0.845, Synergy_Loewe=-5.77, Synergy_HSA=-2.19. (6) Drug 1: C1CN1C2=NC(=NC(=N2)N3CC3)N4CC4. Drug 2: C1CC(=O)NC(=O)C1N2C(=O)C3=CC=CC=C3C2=O. Cell line: IGROV1. Synergy scores: CSS=20.5, Synergy_ZIP=-1.19, Synergy_Bliss=1.74, Synergy_Loewe=-9.98, Synergy_HSA=0.579.